The task is: Predict the reaction yield, written as a fraction of the theoretical maximum amount of product (1.0 means a 100% yield; for example, 0.34 means a 34% yield).. This data is from Reaction yield outcomes from USPTO patents with 853,638 reactions. (1) The reactants are [CH3:1][C:2]1[CH:3]=[C:4]([CH:18]=[C:19]([CH3:21])[CH:20]=1)[C:5]([C:7]1[NH:12][C:11](=[O:13])[NH:10][C:9](=[O:14])[C:8]=1[CH:15]([CH3:17])[CH3:16])=[O:6].C(=O)([O-])[O-].[K+].[K+].[I-].[Li+].Cl[CH2:31][C:32]1[CH:37]=[C:36]([CH3:38])[N:35]=[C:34]([N:39]2[C:47](=[O:48])[C:46]3[C:41](=[CH:42][CH:43]=[CH:44][CH:45]=3)[C:40]2=[O:49])[CH:33]=1. The catalyst is CN(C=O)C. The product is [CH3:21][C:19]1[CH:18]=[C:4]([CH:3]=[C:2]([CH3:1])[CH:20]=1)[C:5]([C:7]1[N:12]([CH2:31][C:32]2[CH:37]=[C:36]([CH3:38])[N:35]=[C:34]([N:39]3[C:47](=[O:48])[C:46]4[C:41](=[CH:42][CH:43]=[CH:44][CH:45]=4)[C:40]3=[O:49])[CH:33]=2)[C:11](=[O:13])[NH:10][C:9](=[O:14])[C:8]=1[CH:15]([CH3:17])[CH3:16])=[O:6]. The yield is 0.510. (2) The reactants are [N+:1]([CH2:4][CH3:5])([O-])=[O:2].C1(N=C=O)C=CC=CC=1.[C:15]([Sn:17]([CH2:26][CH2:27][CH2:28][CH3:29])([CH2:22][CH2:23][CH2:24][CH3:25])[CH2:18][CH2:19][CH2:20][CH3:21])#[CH:16].CCN(CC)CC. The catalyst is C1C=CC=CC=1. The product is [CH3:5][C:4]1[CH:16]=[C:15]([Sn:17]([CH2:22][CH2:23][CH2:24][CH3:25])([CH2:18][CH2:19][CH2:20][CH3:21])[CH2:26][CH2:27][CH2:28][CH3:29])[O:2][N:1]=1. The yield is 0.850. (3) The reactants are [Cl:1][C:2]1[CH:10]=[CH:9][C:5]2[CH2:6][CH2:7][O:8][C:4]=2[CH:3]=1.[Br:11]C1C=CC(Cl)=CC=1O.C1C(=O)N(Br)C(=O)C1.BrC1OC2C=CC(Cl)=CC=2C1. The catalyst is C(#N)C. The product is [Br:11][C:10]1[C:2]([Cl:1])=[CH:3][C:4]2[O:8][CH2:7][CH2:6][C:5]=2[CH:9]=1. The yield is 1.00. (4) The catalyst is C1COCC1. The reactants are [CH3:1][O:2][C:3](=[O:23])[C:4]1[CH:9]=[C:8]([C:10]([O:12]CC)=[CH2:11])[C:7]([C:15]([F:18])([F:17])[F:16])=[CH:6][C:5]=1[NH:19][C:20](=[O:22])[CH3:21].Cl.CCOC(C)=O. The yield is 0.760. The product is [CH3:1][O:2][C:3](=[O:23])[C:4]1[CH:9]=[C:8]([C:10](=[O:12])[CH3:11])[C:7]([C:15]([F:18])([F:17])[F:16])=[CH:6][C:5]=1[NH:19][C:20](=[O:22])[CH3:21]. (5) The reactants are [CH2:1]1[O:9][C:8]2[CH:7]=[CH:6][C:5]([CH3:10])=[CH:4][C:3]=2[O:2]1.[N+:11]([O-])(O)=O.O. The catalyst is C(O)(=O)C. The product is [CH2:1]1[O:2][C:3]2[CH:4]=[C:5]([CH3:10])[C:6]([NH2:11])=[CH:7][C:8]=2[O:9]1. The yield is 0.870.